Dataset: Forward reaction prediction with 1.9M reactions from USPTO patents (1976-2016). Task: Predict the product of the given reaction. (1) Given the reactants Cl[C:2]1[C:11]([C:12]#[N:13])=[C:10]2[C:5]([CH2:6][CH:7]([C:18]3[CH:23]=[CH:22][C:21]([Cl:24])=[C:20]([Cl:25])[CH:19]=3)[C:8]3[CH:17]=[CH:16][CH:15]=[CH:14][C:9]=32)=[CH:4][N:3]=1.[CH3:26][N:27]1[CH2:31][CH2:30][CH2:29][CH:28]1[CH2:32][CH2:33][NH2:34], predict the reaction product. The product is: [Cl:25][C:20]1[CH:19]=[C:18]([CH:7]2[CH2:6][C:5]3[C:10](=[C:11]([C:12]#[N:13])[C:2]([NH:34][CH2:33][CH2:32][CH:28]4[CH2:29][CH2:30][CH2:31][N:27]4[CH3:26])=[N:3][CH:4]=3)[C:9]3[CH:14]=[CH:15][CH:16]=[CH:17][C:8]2=3)[CH:23]=[CH:22][C:21]=1[Cl:24]. (2) Given the reactants [Cl:1][C:2]1[C:3]([F:40])=[C:4]([C@@H:8]2[C@:12]([C:15]3[CH:20]=[CH:19][C:18]([Cl:21])=[CH:17][C:16]=3[F:22])([C:13]#[N:14])[C@H:11]([CH2:23][C:24]([CH3:27])([CH3:26])[CH3:25])[NH:10][C@H:9]2[C:28]([NH:30][C:31]2[CH:35]=[CH:34][N:33]([CH2:36][C:37]([OH:39])=O)[N:32]=2)=[O:29])[CH:5]=[CH:6][CH:7]=1.N.C[N:43](C(ON1N=NC2C=CC=NC1=2)=[N+](C)C)C.F[P-](F)(F)(F)(F)F.CCN(C(C)C)C(C)C, predict the reaction product. The product is: [C:37]([CH2:36][N:33]1[CH:34]=[CH:35][C:31]([NH:30][C:28]([CH:9]2[CH:8]([C:4]3[CH:5]=[CH:6][CH:7]=[C:2]([Cl:1])[C:3]=3[F:40])[C:12]([C:15]3[CH:20]=[CH:19][C:18]([Cl:21])=[CH:17][C:16]=3[F:22])([C:13]#[N:14])[CH:11]([CH2:23][C:24]([CH3:25])([CH3:27])[CH3:26])[NH:10]2)=[O:29])=[N:32]1)(=[O:39])[NH2:43]. (3) Given the reactants [Br:1][C:2]1[CH:10]=[CH:9][C:8]([N:11]([CH3:13])[CH3:12])=[CH:7][C:3]=1[C:4](O)=[O:5].C(=O)([O-])[O-].[NH4+:18].[NH4+].O, predict the reaction product. The product is: [Br:1][C:2]1[CH:10]=[CH:9][C:8]([N:11]([CH3:13])[CH3:12])=[CH:7][C:3]=1[C:4]([NH2:18])=[O:5]. (4) Given the reactants [C:1]1(P([C:1]2[CH:6]=CC=[CH:3][CH:2]=2)[C:1]2[CH:6]=CC=[CH:3][CH:2]=2)[CH:6]=CC=[CH:3][CH:2]=1.C(O)CC=C.[Br:25][C:26]1[C:31]([OH:32])=[CH:30][CH:29]=[CH:28][N:27]=1.N(C(OCC)=O)=NC(OCC)=O, predict the reaction product. The product is: [Br:25][C:26]1[C:31]([O:32][CH2:3][CH2:2][CH:1]=[CH2:6])=[CH:30][CH:29]=[CH:28][N:27]=1. (5) Given the reactants [Cl:1][C:2]1[CH:3]=[C:4]([C:9]2([C:25]([F:28])([F:27])[F:26])[CH2:13][CH2:12][N:11]([C:14]3[S:15][C:16]4[C:22]([CH2:23]O)=[CH:21][CH:20]=[CH:19][C:17]=4[N:18]=3)[CH2:10]2)[CH:5]=[C:6]([Cl:8])[CH:7]=1.C([N:31](CC)CC)C.CS(Cl)(=O)=O.O.N, predict the reaction product. The product is: [Cl:1][C:2]1[CH:3]=[C:4]([C:9]2([C:25]([F:28])([F:27])[F:26])[CH2:13][CH2:12][N:11]([C:14]3[S:15][C:16]4[C:22]([CH2:23][NH2:31])=[CH:21][CH:20]=[CH:19][C:17]=4[N:18]=3)[CH2:10]2)[CH:5]=[C:6]([Cl:8])[CH:7]=1. (6) Given the reactants [CH2:1]1[C:5]2[C:6]3[CH2:12][CH2:11][CH2:10][CH2:9][C:7]=3[S:8][C:4]=2[C:3](=[N:13]O)[CH2:2]1.[OH2:15], predict the reaction product. The product is: [C:3]1(=[O:15])[C:4]2[S:8][C:7]3[CH2:9][CH2:10][CH2:11][CH2:12][C:6]=3[C:5]=2[CH2:1][CH2:2][NH:13]1. (7) Given the reactants [CH3:1][O:2][C:3]1[CH:8]=[CH:7][C:6]([NH:9][C:10]2[CH:15]=[CH:14][CH:13]=[CH:12][C:11]=2[NH:16][C:17]([C:19]2[CH:23]=[CH:22][O:21][C:20]=2[CH3:24])=O)=[CH:5][CH:4]=1, predict the reaction product. The product is: [CH3:1][O:2][C:3]1[CH:8]=[CH:7][C:6]([N:9]2[C:10]3[CH:15]=[CH:14][CH:13]=[CH:12][C:11]=3[N:16]=[C:17]2[C:19]2[CH:23]=[CH:22][O:21][C:20]=2[CH3:24])=[CH:5][CH:4]=1.